Task: Predict the reactants needed to synthesize the given product.. Dataset: Full USPTO retrosynthesis dataset with 1.9M reactions from patents (1976-2016) (1) Given the product [F:10][C:8]1[CH:9]=[C:4]([C:1](=[N:23][S:21]([C:18]([CH3:20])([CH3:19])[CH3:17])=[O:22])[CH3:2])[CH:5]=[C:6]([F:16])[C:7]=1[NH:11][S:12]([CH3:15])(=[O:14])=[O:13], predict the reactants needed to synthesize it. The reactants are: [C:1]([C:4]1[CH:9]=[C:8]([F:10])[C:7]([NH:11][S:12]([CH3:15])(=[O:14])=[O:13])=[C:6]([F:16])[CH:5]=1)(=O)[CH3:2].[CH3:17][C:18]([S@:21]([NH2:23])=[O:22])([CH3:20])[CH3:19]. (2) Given the product [OH:3][CH:4]([C:28]1[CH:33]=[CH:32][C:31]([O:34][C:35]2[CH:40]=[CH:39][CH:38]=[CH:37][N:36]=2)=[CH:30][CH:29]=1)[CH:5]([NH:6][C:7](=[O:8])[O:9][C:10]([CH3:13])([CH3:12])[CH3:11])[CH2:14][C:15]1[CH:20]=[CH:19][CH:18]=[C:17]([O:21][C:22]([F:26])([F:27])[CH:23]([F:24])[F:25])[CH:16]=1, predict the reactants needed to synthesize it. The reactants are: O=C1[N:6]([C:7]([O:9][C:10]([CH3:13])([CH3:12])[CH3:11])=[O:8])[CH:5]([CH2:14][C:15]2[CH:20]=[CH:19][CH:18]=[C:17]([O:21][C:22]([F:27])([F:26])[CH:23]([F:25])[F:24])[CH:16]=2)[CH:4]([C:28]2[CH:33]=[CH:32][C:31]([O:34][C:35]3[CH:40]=[CH:39][CH:38]=[CH:37][N:36]=3)=[CH:30][CH:29]=2)[O:3]1.[OH-].[Na+].O. (3) Given the product [N+:12]([C:5]1[CH:4]=[CH:3][C:2]([N:22]2[CH2:27][CH2:26][O:25][CH2:24][CH2:23]2)=[CH:7][C:6]=1[C:8]([F:11])([F:10])[F:9])([O-:14])=[O:13], predict the reactants needed to synthesize it. The reactants are: F[C:2]1[CH:3]=[CH:4][C:5]([N+:12]([O-:14])=[O:13])=[C:6]([C:8]([F:11])([F:10])[F:9])[CH:7]=1.C(N(CC)CC)C.[NH:22]1[CH2:27][CH2:26][O:25][CH2:24][CH2:23]1.